This data is from Full USPTO retrosynthesis dataset with 1.9M reactions from patents (1976-2016). The task is: Predict the reactants needed to synthesize the given product. (1) The reactants are: [CH3:1][O:2][C:3]1[C:10]([C:11]2[CH:16]=[CH:15][CH:14]=[CH:13][CH:12]=2)=[CH:9][CH:8]=[CH:7][C:4]=1[CH:5]=O.[ClH:17].Cl.[NH2:19][C:20]1[C:29]([NH2:30])=[C:28]2[C:23]([CH:24]=[C:25]([C:32]([OH:34])=[O:33])[CH:26]=[C:27]2[OH:31])=[CH:22][CH:21]=1.S(=O)(O)[O-].[Na+]. Given the product [ClH:17].[C:11]1([C:10]2[C:3]([O:2][CH3:1])=[C:4]([C:5]3[NH:19][C:20]4[CH:21]=[CH:22][C:23]5[C:28](=[C:27]([OH:31])[CH:26]=[C:25]([C:32]([OH:34])=[O:33])[CH:24]=5)[C:29]=4[N:30]=3)[CH:7]=[CH:8][CH:9]=2)[CH:16]=[CH:15][CH:14]=[CH:13][CH:12]=1, predict the reactants needed to synthesize it. (2) The reactants are: [OH:1][C:2]1[CH:12]=[CH:11][C:5]([CH:6]=[CH:7][C:8]([OH:10])=[O:9])=[CH:4][CH:3]=1.[O:13]=[CH:14][C:15]1[CH:23]=[CH:22][C:20](O)=[C:17]([O:18][CH3:19])[CH:16]=1. Given the product [OH:1][C:2]1[CH:3]=[CH:4][C:5](/[CH:6]=[CH:7]/[C:8]([O:10][C:20]2[CH:22]=[CH:23][C:15]([CH:14]=[O:13])=[CH:16][C:17]=2[O:18][CH3:19])=[O:9])=[CH:11][CH:12]=1, predict the reactants needed to synthesize it. (3) Given the product [Cl:19][CH2:18][CH2:17][CH2:16][CH2:15][O:1][C:2]1[CH:11]=[C:10]2[C:5]([CH:6]=[C:7]([CH3:13])[C:8](=[O:12])[NH:9]2)=[CH:4][CH:3]=1, predict the reactants needed to synthesize it. The reactants are: [OH:1][C:2]1[CH:11]=[C:10]2[C:5]([CH:6]=[C:7]([CH3:13])[C:8](=[O:12])[NH:9]2)=[CH:4][CH:3]=1.Br[CH2:15][CH2:16][CH2:17][CH2:18][Cl:19]. (4) Given the product [N:4]1([C:1]2[O:3][C:18]3[C:17]([O:10][C:11]4[CH:16]=[CH:15][CH:14]=[CH:13][CH:12]=4)=[CH:26][CH:25]=[CH:24][C:19]=3[C:20](=[O:21])[CH:2]=2)[CH2:9][CH2:8][O:7][CH2:6][CH2:5]1, predict the reactants needed to synthesize it. The reactants are: [C:1]([N:4]1[CH2:9][CH2:8][O:7][CH2:6][CH2:5]1)(=[O:3])[CH3:2].[O:10]([C:17]1[C:18](O)=[C:19]([CH:24]=[CH:25][CH:26]=1)[C:20](OC)=[O:21])[C:11]1[CH:16]=[CH:15][CH:14]=[CH:13][CH:12]=1.FC(F)(F)S(OS(C(F)(F)F)(=O)=O)(=O)=O. (5) Given the product [Br:1][C:2]1[C:7]([CH:8]2[O:14][CH2:13][CH2:12][O:9]2)=[CH:6][CH:5]=[CH:4][C:3]=1[CH:10]=[O:11], predict the reactants needed to synthesize it. The reactants are: [Br:1][C:2]1[C:7]([CH:8]=[O:9])=[CH:6][CH:5]=[CH:4][C:3]=1[CH:10]=[O:11].[CH2:12](O)[CH2:13][OH:14]. (6) Given the product [CH3:14][O:15][CH2:16][CH:17]1[N:22]([C:2]2[N:7]=[C:6]([C:8]3[CH:13]=[CH:12][CH:11]=[CH:10][CH:9]=3)[CH:5]=[CH:4][N:3]=2)[CH2:21][CH2:20][N:19]([C:23]([O:25][C:26]([CH3:29])([CH3:28])[CH3:27])=[O:24])[CH2:18]1, predict the reactants needed to synthesize it. The reactants are: Cl[C:2]1[N:7]=[C:6]([C:8]2[CH:13]=[CH:12][CH:11]=[CH:10][CH:9]=2)[CH:5]=[CH:4][N:3]=1.[CH3:14][O:15][CH2:16][CH:17]1[NH:22][CH2:21][CH2:20][N:19]([C:23]([O:25][C:26]([CH3:29])([CH3:28])[CH3:27])=[O:24])[CH2:18]1.C(N(CC)C(C)C)(C)C. (7) Given the product [OH:14][CH2:13][C:9]1[C:10]2[N:1]=[CH:2][CH:3]=[CH:4][C:5]=2[C:6]([OH:11])=[CH:7][CH:8]=1, predict the reactants needed to synthesize it. The reactants are: [N:1]1[C:10]2[CH:9]=[CH:8][CH:7]=[C:6]([OH:11])[C:5]=2[CH:4]=[CH:3][CH:2]=1.Cl.[CH2:13]=[O:14]. (8) Given the product [F:20][C:16]1[CH:15]=[C:14]([C@@H:12]2[NH:11][CH2:10][C@H:9]([OH:8])[CH2:13]2)[CH:19]=[CH:18][CH:17]=1, predict the reactants needed to synthesize it. The reactants are: [Si]([O:8][C@@H:9]1[CH2:13][C:12]([C:14]2[CH:19]=[CH:18][CH:17]=[C:16]([F:20])[CH:15]=2)=[N:11][CH2:10]1)(C(C)(C)C)(C)C.CC(O)=O.[BH4-].[Na+]. (9) Given the product [C:22]1([C:2]2[N:7]=[C:6]([NH:8][C:9]3[N:14]=[CH:13][C:12]4[N:15]=[C:16]([CH3:21])[N:17]([CH:18]([CH3:20])[CH3:19])[C:11]=4[CH:10]=3)[CH:5]=[CH:4][N:3]=2)[CH2:27][CH2:26][CH2:25][CH2:24][CH:23]=1, predict the reactants needed to synthesize it. The reactants are: Cl[C:2]1[N:7]=[C:6]([NH:8][C:9]2[N:14]=[CH:13][C:12]3[N:15]=[C:16]([CH3:21])[N:17]([CH:18]([CH3:20])[CH3:19])[C:11]=3[CH:10]=2)[CH:5]=[CH:4][N:3]=1.[C:22]1(B2OC(C)(C)C(C)(C)O2)[CH2:27][CH2:26][CH2:25][CH2:24][CH:23]=1.C(=O)([O-])[O-].[Cs+].[Cs+].